This data is from Peptide-MHC class I binding affinity with 185,985 pairs from IEDB/IMGT. The task is: Regression. Given a peptide amino acid sequence and an MHC pseudo amino acid sequence, predict their binding affinity value. This is MHC class I binding data. The peptide sequence is RFSFNCSMK. The MHC is HLA-B08:01 with pseudo-sequence HLA-B08:01. The binding affinity (normalized) is 0.0847.